This data is from Catalyst prediction with 721,799 reactions and 888 catalyst types from USPTO. The task is: Predict which catalyst facilitates the given reaction. (1) Reactant: Br[C:2]1[CH:3]=[C:4]([NH:10][C:11]2[CH:16]=[CH:15][C:14]([N:17]3[CH2:22][CH2:21][N:20]([CH:23]4[CH2:26][O:25][CH2:24]4)[CH2:19][C:18]3([CH3:28])[CH3:27])=[CH:13][N:12]=2)[C:5](=[O:9])[N:6]([CH3:8])[CH:7]=1.[C:29]([O:32][CH2:33][C:34]1[C:35]([N:49]2[CH2:61][CH2:60][N:52]3[C:53]4[CH2:54][CH2:55][CH2:56][CH2:57][C:58]=4[CH:59]=[C:51]3[C:50]2=[O:62])=[N:36][CH:37]=[CH:38][C:39]=1B1OC(C)(C)C(C)(C)O1)(=[O:31])[CH3:30].[O-]P([O-])([O-])=O.[K+].[K+].[K+].C([O-])(=O)C.[Na+]. Product: [C:29]([O:32][CH2:33][C:34]1[C:35]([N:49]2[CH2:61][CH2:60][N:52]3[C:53]4[CH2:54][CH2:55][CH2:56][CH2:57][C:58]=4[CH:59]=[C:51]3[C:50]2=[O:62])=[N:36][CH:37]=[CH:38][C:39]=1[C:2]1[CH:3]=[C:4]([NH:10][C:11]2[CH:16]=[CH:15][C:14]([N:17]3[CH2:22][CH2:21][N:20]([CH:23]4[CH2:24][O:25][CH2:26]4)[CH2:19][C:18]3([CH3:27])[CH3:28])=[CH:13][N:12]=2)[C:5](=[O:9])[N:6]([CH3:8])[CH:7]=1)(=[O:31])[CH3:30]. The catalyst class is: 379. (2) Reactant: [N+:1]([C:4]1[CH:5]=[N:6][NH:7][CH:8]=1)([O-:3])=[O:2].[CH3:9][C@@H:10]1[CH2:12][O:11]1.C([O-])([O-])=O.[K+].[K+]. Product: [N+:1]([C:4]1[CH:5]=[N:6][N:7]([CH2:9][C@H:10]([OH:11])[CH3:12])[CH:8]=1)([O-:3])=[O:2]. The catalyst class is: 3. (3) Reactant: [NH2:1][C@H:2]1[CH2:6][CH2:5][C@H:4]([OH:7])[CH2:3]1.CCN(C(C)C)C(C)C.Cl.[N:18]1([C:23](=N)[NH2:24])C=CC=N1.CCOCC. Product: [OH:7][C@H:4]1[CH2:5][CH2:6][C@H:2]([NH:1][C:23]([NH2:24])=[NH:18])[CH2:3]1. The catalyst class is: 3.